From a dataset of Reaction yield outcomes from USPTO patents with 853,638 reactions. Predict the reaction yield, written as a fraction of the theoretical maximum amount of product (1.0 means a 100% yield; for example, 0.34 means a 34% yield). (1) The reactants are Br[C:2]1[N:7]=[CH:6][C:5]([C:8]2[N:13]3[N:14]=[C:15]([C:26]4[CH:31]=[CH:30][N:29]=[CH:28][CH:27]=4)[C:16]([C:17]4[CH:22]=[CH:21][C:20]([Cl:23])=[C:19]([O:24][CH3:25])[CH:18]=4)=[C:12]3[N:11]=[CH:10][CH:9]=2)=[CH:4][CH:3]=1.Cl.Cl.[NH2:34][C@@H:35]1[CH:40]2[CH2:41][CH2:42][N:37]([CH2:38][CH2:39]2)[CH2:36]1.CCN(C(C)C)C(C)C. The catalyst is CS(C)=O. The product is [N:37]12[CH2:42][CH2:41][CH:40]([CH2:39][CH2:38]1)[C@@H:35]([NH:34][C:2]1[N:7]=[CH:6][C:5]([C:8]3[N:13]4[N:14]=[C:15]([C:26]5[CH:27]=[CH:28][N:29]=[CH:30][CH:31]=5)[C:16]([C:17]5[CH:22]=[CH:21][C:20]([Cl:23])=[C:19]([O:24][CH3:25])[CH:18]=5)=[C:12]4[N:11]=[CH:10][CH:9]=3)=[CH:4][CH:3]=1)[CH2:36]2. The yield is 0.440. (2) The yield is 0.440. The catalyst is C(O)C.COCCOCCOC. The reactants are [BH4-].[Na+].[Cl-].[Li+].C[O:6][C:7](=O)[CH:8]=[CH:9][C:10]1[CH:22]=[CH:21][C:20]2[C:19]3[C:14](=[CH:15][C:16]([CH:23]=[CH:24][C:25](OC)=[O:26])=[CH:17][CH:18]=3)[CH2:13][C:12]=2[CH:11]=1.Cl. The product is [OH:6][CH2:7][CH2:8][CH2:9][C:10]1[CH:11]=[C:12]2[C:20]([C:19]3[CH:18]=[CH:17][C:16]([CH2:23][CH2:24][CH2:25][OH:26])=[CH:15][C:14]=3[CH2:13]2)=[CH:21][CH:22]=1. (3) The reactants are C(NC(C)C)(C)C.C([Li])CCC.[Br:13][C:14]1[CH:15]=[N:16][CH:17]=[C:18]([F:20])[CH:19]=1.[Cl:21]C(Cl)(Cl)C(Cl)(Cl)Cl.[ClH:29]. The catalyst is O1CCCC1.CC(OC)(C)C.O. The product is [ClH:21].[Br:13][C:14]1[CH:15]=[N:16][CH:17]=[C:18]([F:20])[C:19]=1[Cl:29]. The yield is 0.690. (4) The catalyst is ClCCl. The yield is 0.980. The product is [F:36][C:37]([F:42])([F:41])[C:38]([OH:40])=[O:39].[Cl:19][C:15]1[C:14]([F:20])=[C:13]([CH:12]2[C:11]([C:23]3[CH:28]=[CH:27][C:26]([Cl:29])=[CH:25][C:24]=3[CH3:30])([C:21]#[N:22])[CH:10]([CH2:31][C:32]([CH3:34])([CH3:35])[CH3:33])[NH:9][CH:8]2[C:6]([OH:7])=[O:5])[CH:18]=[CH:17][CH:16]=1. The reactants are C([O:5][C:6]([CH:8]1[CH:12]([C:13]2[CH:18]=[CH:17][CH:16]=[C:15]([Cl:19])[C:14]=2[F:20])[C:11]([C:23]2[CH:28]=[CH:27][C:26]([Cl:29])=[CH:25][C:24]=2[CH3:30])([C:21]#[N:22])[CH:10]([CH2:31][C:32]([CH3:35])([CH3:34])[CH3:33])[NH:9]1)=[O:7])(C)(C)C.[F:36][C:37]([F:42])([F:41])[C:38]([OH:40])=[O:39]. (5) The reactants are [N+:1]([C:4]1[CH:8]=[C:7]([CH2:9][OH:10])[NH:6][N:5]=1)([O-:3])=[O:2].C(=O)([O-])[O-].[Cs+].[Cs+].[Br:17][CH:18](Br)[CH3:19].OP([O-])(O)=O.[K+]. The catalyst is O.C(OCC)(=O)C.CN(C=O)C. The product is [Br:17][CH2:18][CH2:19][N:6]1[C:7]([CH2:9][OH:10])=[CH:8][C:4]([N+:1]([O-:3])=[O:2])=[N:5]1. The yield is 0.860. (6) The reactants are Cl[C:2]1[N:10]=[CH:9][N:8]=[C:7]2[C:3]=1[N:4]=[C:5]([C:18]1[CH:23]=[CH:22][CH:21]=[CH:20][C:19]=1[Cl:24])[N:6]2[C:11]1[CH:16]=[CH:15][C:14]([Cl:17])=[CH:13][CH:12]=1.[C:25]1([C:31]2([NH:37][C:38](=[O:44])[O:39][C:40]([CH3:43])([CH3:42])[CH3:41])[CH2:36][CH2:35][NH:34][CH2:33][CH2:32]2)[CH:30]=[CH:29][CH:28]=[CH:27][CH:26]=1.C(N(CC)CC)C. The catalyst is C(O)C. The product is [Cl:24][C:19]1[CH:20]=[CH:21][CH:22]=[CH:23][C:18]=1[C:5]1[N:6]([C:11]2[CH:16]=[CH:15][C:14]([Cl:17])=[CH:13][CH:12]=2)[C:7]2[C:3]([N:4]=1)=[C:2]([N:34]1[CH2:33][CH2:32][C:31]([NH:37][C:38](=[O:44])[O:39][C:40]([CH3:42])([CH3:41])[CH3:43])([C:25]3[CH:30]=[CH:29][CH:28]=[CH:27][CH:26]=3)[CH2:36][CH2:35]1)[N:10]=[CH:9][N:8]=2. The yield is 0.840. (7) The reactants are Br[C:2]1[CH:7]=[CH:6][CH:5]=[CH:4][N:3]=1.[Li]CCCC.Br[C:14]1[CH:15]=[C:16]([CH:19]=[CH:20][CH:21]=1)[CH:17]=[O:18].Cl. The catalyst is [Cl-].[Cl-].[Zn+2].C1C=CC([P]([Pd]([P](C2C=CC=CC=2)(C2C=CC=CC=2)C2C=CC=CC=2)([P](C2C=CC=CC=2)(C2C=CC=CC=2)C2C=CC=CC=2)[P](C2C=CC=CC=2)(C2C=CC=CC=2)C2C=CC=CC=2)(C2C=CC=CC=2)C2C=CC=CC=2)=CC=1.C1COCC1. The product is [N:3]1[CH:4]=[CH:5][CH:6]=[CH:7][C:2]=1[C:14]1[CH:15]=[C:16]([CH:19]=[CH:20][CH:21]=1)[CH:17]=[O:18]. The yield is 0.380.